Dataset: Forward reaction prediction with 1.9M reactions from USPTO patents (1976-2016). Task: Predict the product of the given reaction. (1) Given the reactants [N:1]1([CH2:6][C:7]2[CH:12]=[CH:11][C:10]([CH2:13][CH2:14][NH2:15])=[CH:9][CH:8]=2)[CH2:5][CH2:4][CH2:3][CH2:2]1.[CH:16]1([CH:22]=O)[CH2:21][CH2:20][CH2:19][CH2:18][CH2:17]1, predict the reaction product. The product is: [CH:16]1([CH2:22][NH:15][CH2:14][CH2:13][C:10]2[CH:11]=[CH:12][C:7]([CH2:6][N:1]3[CH2:5][CH2:4][CH2:3][CH2:2]3)=[CH:8][CH:9]=2)[CH2:21][CH2:20][CH2:19][CH2:18][CH2:17]1. (2) Given the reactants [OH:1][C:2]1[CH:17]=[CH:16][C:5]([C:6]([O:8][CH2:9][C:10]2[CH:15]=[CH:14][CH:13]=[CH:12][CH:11]=2)=[O:7])=[CH:4][CH:3]=1.[CH2:18](Br)[CH:19]=[CH2:20].C(=O)([O-])[O-].[K+].[K+], predict the reaction product. The product is: [CH2:20]([O:1][C:2]1[CH:17]=[CH:16][C:5]([C:6]([O:8][CH2:9][C:10]2[CH:15]=[CH:14][CH:13]=[CH:12][CH:11]=2)=[O:7])=[CH:4][CH:3]=1)[CH:19]=[CH2:18].